From a dataset of Forward reaction prediction with 1.9M reactions from USPTO patents (1976-2016). Predict the product of the given reaction. (1) Given the reactants [CH2:1]([N:8]([CH2:13][CH2:14][OH:15])[CH2:9][C@H:10](O)[CH3:11])[C:2]1[CH:7]=[CH:6][CH:5]=[CH:4][CH:3]=1.[OH-].[K+].CC1C=CC(S([Cl:28])(=O)=O)=CC=1.Cl, predict the reaction product. The product is: [ClH:28].[CH2:1]([N:8]1[CH2:13][CH2:14][O:15][C@H:10]([CH3:11])[CH2:9]1)[C:2]1[CH:3]=[CH:4][CH:5]=[CH:6][CH:7]=1. (2) Given the reactants [CH3:1][O:2][C:3]1[CH:22]=[C:21]([O:23][CH3:24])[CH:20]=[CH:19][C:4]=1[CH2:5][N:6]1[CH2:14][C:13]2[C:8](=[CH:9][CH:10]=[C:11]([N+:15]([O-])=O)[CH:12]=2)[C:7]1=[O:18].BrCC1C=C([N+]([O-])=O)C=CC=1C(OC)=O.COC1C=C(OC)C=CC=1CN.C(N(CC)CC)C, predict the reaction product. The product is: [NH2:15][C:11]1[CH:12]=[C:13]2[C:8](=[CH:9][CH:10]=1)[C:7](=[O:18])[N:6]([CH2:5][C:4]1[CH:19]=[CH:20][C:21]([O:23][CH3:24])=[CH:22][C:3]=1[O:2][CH3:1])[CH2:14]2.